Dataset: Forward reaction prediction with 1.9M reactions from USPTO patents (1976-2016). Task: Predict the product of the given reaction. (1) Given the reactants CC1C=CC([N+]([O-])=[O:9])=CC=1O.CN(C)CCO.[C:18]1([P:24]([C:31]2[CH:36]=[CH:35][CH:34]=[CH:33][CH:32]=2)[C:25]2[CH:30]=[CH:29][CH:28]=[CH:27][CH:26]=2)[CH:23]=[CH:22][CH:21]=[CH:20][CH:19]=1.CCOC(/N=N/C(OCC)=O)=O.C1(C)C=CC=CC=1, predict the reaction product. The product is: [C:31]1([P:24](=[O:9])([C:18]2[CH:19]=[CH:20][CH:21]=[CH:22][CH:23]=2)[C:25]2[CH:30]=[CH:29][CH:28]=[CH:27][CH:26]=2)[CH:32]=[CH:33][CH:34]=[CH:35][CH:36]=1. (2) Given the reactants [CH:1]1([S:6][CH:7]([C:11]2[CH:16]=[CH:15][C:14]([C:17]([F:20])([F:19])[F:18])=[CH:13][CH:12]=2)[C:8]([OH:10])=O)[CH2:5][CH2:4][CH2:3][CH2:2]1.[NH2:21][C:22]1[CH:27]=[CH:26][CH:25]=[CH:24][N:23]=1, predict the reaction product. The product is: [CH:1]1([S:6][CH:7]([C:11]2[CH:16]=[CH:15][C:14]([C:17]([F:20])([F:19])[F:18])=[CH:13][CH:12]=2)[C:8]([NH:21][C:22]2[CH:27]=[CH:26][CH:25]=[CH:24][N:23]=2)=[O:10])[CH2:2][CH2:3][CH2:4][CH2:5]1. (3) The product is: [CH3:1][C:2]1[CH:10]=[C:9]([CH3:11])[C:8]2[NH:7][CH:6]=[CH:5][C:4]=2[C:3]=1[CH:22]=[O:23]. Given the reactants [CH3:1][C:2]1[CH:10]=[C:9]([CH3:11])[C:8]2[N:7](S(C3C=CC(C)=CC=3)(=O)=O)[CH:6]=[CH:5][C:4]=2[C:3]=1[CH:22]=[O:23].CCCC[N+](CCCC)(CCCC)CCCC.[F-], predict the reaction product. (4) Given the reactants [C:1]1([CH:7]([C:13]2[C:18](=[O:19])[C:17]([CH3:20])=[C:16]([CH3:21])[C:15](=[O:22])[C:14]=2[CH3:23])[CH2:8][CH2:9][C:10]([OH:12])=[O:11])[CH:6]=[CH:5][CH:4]=[CH:3][CH:2]=1.[N+:24]([O-:32])([O:26][CH2:27][CH2:28][CH2:29][CH2:30]O)=[O:25].C(N=C=NCCCN(C)C)C, predict the reaction product. The product is: [C:1]1([CH:7]([C:13]2[C:18](=[O:19])[C:17]([CH3:20])=[C:16]([CH3:21])[C:15](=[O:22])[C:14]=2[CH3:23])[CH2:8][CH2:9][C:10]([O:12][CH2:30][CH2:29][CH2:28][CH2:27][O:26][N+:24]([O-:32])=[O:25])=[O:11])[CH:6]=[CH:5][CH:4]=[CH:3][CH:2]=1. (5) Given the reactants [I-].[Li+].[C:3]([C:5]1[CH:14]=[CH:13][C:12]2[CH2:11][CH:10]([C:15]([O:17]C)=[O:16])[CH2:9][CH2:8][C:7]=2[N:6]=1)#[N:4].N1C=CC=CC=1, predict the reaction product. The product is: [C:3]([C:5]1[CH:14]=[CH:13][C:12]2[CH2:11][CH:10]([C:15]([OH:17])=[O:16])[CH2:9][CH2:8][C:7]=2[N:6]=1)#[N:4]. (6) The product is: [Br:35][CH2:18][CH2:17][CH2:16][CH2:15][O:13][C:1](=[O:14])/[CH:2]=[CH:3]/[C:4]1[CH:12]=[CH:11][C:9]([OH:10])=[C:6]([O:7][CH3:8])[CH:5]=1. Given the reactants [C:1]([OH:14])(=[O:13])/[CH:2]=[CH:3]/[C:4]1[CH:12]=[CH:11][C:9]([OH:10])=[C:6]([O:7][CH3:8])[CH:5]=1.[C:15]1(P([C:16]2[CH:15]=CC=[CH:18][CH:17]=2)[C:16]2[CH:15]=CC=[CH:18][CH:17]=2)C=C[CH:18]=[CH:17][CH:16]=1.C(Br)(Br)(Br)[Br:35], predict the reaction product.